From a dataset of Forward reaction prediction with 1.9M reactions from USPTO patents (1976-2016). Predict the product of the given reaction. Given the reactants [Br:1][CH2:2][CH2:3][OH:4].[O:5]1[CH:10]=[CH:9][CH2:8][CH2:7][CH2:6]1.CC1C=CC(S(O)(=O)=O)=CC=1, predict the reaction product. The product is: [Br:1][CH2:2][CH2:3][O:4][CH:6]1[CH2:7][CH2:8][CH2:9][CH2:10][O:5]1.